From a dataset of Reaction yield outcomes from USPTO patents with 853,638 reactions. Predict the reaction yield, written as a fraction of the theoretical maximum amount of product (1.0 means a 100% yield; for example, 0.34 means a 34% yield). (1) The reactants are [F:1][C:2]1[C:7]([CH3:8])=[CH:6][C:5]([NH:9][CH:10]2[CH2:15][CH2:14][N:13]([C@H:16]3[CH2:21][CH2:20][C@@H:19]([O:22][CH2:23][CH2:24][CH3:25])[CH2:18][CH2:17]3)[CH2:12][CH2:11]2)=[C:4]([N+:26]([O-])=O)[CH:3]=1.O.NN. The catalyst is C(O)C.[Ni]. The product is [F:1][C:2]1[CH:3]=[C:4]([NH2:26])[C:5]([NH:9][CH:10]2[CH2:15][CH2:14][N:13]([C@H:16]3[CH2:21][CH2:20][C@@H:19]([O:22][CH2:23][CH2:24][CH3:25])[CH2:18][CH2:17]3)[CH2:12][CH2:11]2)=[CH:6][C:7]=1[CH3:8]. The yield is 0.950. (2) The reactants are [CH3:1][C:2]([C:4]1[CH:9]=[CH:8][CH:7]=[C:6]([NH2:10])[CH:5]=1)=[O:3].C(N(CC)CC)C.[Br:18][CH:19]([CH3:23])[C:20](Br)=[O:21]. The catalyst is CN(C)C=O.O. The product is [C:2]([C:4]1[CH:5]=[C:6]([NH:10][C:20](=[O:21])[CH:19]([Br:18])[CH3:23])[CH:7]=[CH:8][CH:9]=1)(=[O:3])[CH3:1]. The yield is 0.800. (3) The reactants are [F:1][C:2]([F:15])([F:14])[C:3]1[CH:4]=[C:5]([CH:7]=[C:8]([C:10]([F:13])([F:12])[F:11])[CH:9]=1)[NH2:6].C(OC([NH:23][C@H:24]([C:32](O)=[O:33])[CH2:25][C:26]1[CH:31]=[CH:30][CH:29]=[CH:28][CH:27]=1)=O)(C)(C)C.P(Cl)(Cl)Cl.C(=O)([O-])O.[Na+]. The catalyst is C1(C)C=CC=CC=1. The product is [NH2:23][C@@H:24]([CH2:25][C:26]1[CH:31]=[CH:30][CH:29]=[CH:28][CH:27]=1)[C:32]([NH:6][C:5]1[CH:4]=[C:3]([C:2]([F:14])([F:15])[F:1])[CH:9]=[C:8]([C:10]([F:11])([F:12])[F:13])[CH:7]=1)=[O:33]. The yield is 0.929.